This data is from Full USPTO retrosynthesis dataset with 1.9M reactions from patents (1976-2016). The task is: Predict the reactants needed to synthesize the given product. (1) Given the product [CH2:22]([O:21][C:19](=[O:20])[CH:18]=[C:10]([NH:4][C:3]1[CH:5]=[CH:6][CH:7]=[C:8]([Cl:9])[C:2]=1[F:1])[C:11]1[CH:16]=[CH:15][CH:14]=[CH:13][CH:12]=1)[CH3:23], predict the reactants needed to synthesize it. The reactants are: [F:1][C:2]1[C:8]([Cl:9])=[CH:7][CH:6]=[CH:5][C:3]=1[NH2:4].[C:10]([CH2:18][C:19]([O:21][CH2:22][CH3:23])=[O:20])(=O)[C:11]1[CH:16]=[CH:15][CH:14]=[CH:13][CH:12]=1.C1(C)C=CC(S(O)(=O)=O)=CC=1.C1(C)C=CC=CC=1. (2) Given the product [C:19]([O:18][C:16]([NH:1][C:2]1[CH:10]=[C:9]2[C:5]([CH2:6][N:7]([CH2:12][C:13]([OH:15])=[O:14])[C:8]2=[O:11])=[CH:4][CH:3]=1)=[O:17])([CH3:22])([CH3:21])[CH3:20], predict the reactants needed to synthesize it. The reactants are: [NH2:1][C:2]1[CH:10]=[C:9]2[C:5]([CH2:6][N:7]([CH2:12][C:13]([OH:15])=[O:14])[C:8]2=[O:11])=[CH:4][CH:3]=1.[C:16](O[C:16]([O:18][C:19]([CH3:22])([CH3:21])[CH3:20])=[O:17])([O:18][C:19]([CH3:22])([CH3:21])[CH3:20])=[O:17].C(=O)(O)[O-].[Na+].O. (3) Given the product [Br:16][C:2]1[C:1](=[O:14])[C:13]2[C:5](=[CH:4][CH:3]=1)[C:6]1[C:11](=[CH:10][CH:9]=[CH:8][CH:7]=1)[CH:12]=2, predict the reactants needed to synthesize it. The reactants are: [C:1]1(=[O:14])[C:13]2[C:5]([C:6]3[C:11]([CH:12]=2)=[CH:10][CH:9]=[CH:8][CH:7]=3)=[CH:4][CH:3]=[CH:2]1.O.[Br:16]Br.S([O-])(O)=O.[Na+]. (4) Given the product [F:30][C:31]([F:37])([F:36])[S:32]([NH:28][CH2:27][CH2:26][O:25][C:9]1[N:10]=[C:11]([N:12]2[CH2:17][CH2:16][N:15]3[C:18]([C:21]([F:22])([F:24])[F:23])=[N:19][N:20]=[C:14]3[CH2:13]2)[C:6]2[CH:5]=[C:4]([CH2:1][CH2:2][CH3:3])[S:29][C:7]=2[N:8]=1)(=[O:34])=[O:33], predict the reactants needed to synthesize it. The reactants are: [CH2:1]([C:4]1[S:29][C:7]2[N:8]=[C:9]([O:25][CH2:26][CH2:27][NH2:28])[N:10]=[C:11]([N:12]3[CH2:17][CH2:16][N:15]4[C:18]([C:21]([F:24])([F:23])[F:22])=[N:19][N:20]=[C:14]4[CH2:13]3)[C:6]=2[CH:5]=1)[CH2:2][CH3:3].[F:30][C:31]([F:37])([F:36])[S:32](Cl)(=[O:34])=[O:33]. (5) The reactants are: [Cl:1][C:2]1[C:3]([CH2:21][C:22]([OH:24])=O)=[C:4]([F:20])[C:5]([NH:8][CH2:9][C:10]([F:19])([F:18])[C:11]2[CH:16]=[CH:15][CH:14]=[CH:13][N+:12]=2[O-])=[N:6][CH:7]=1.[NH2:25][CH2:26][C:27]1[CH:32]=[C:31]([Cl:33])[CH:30]=[CH:29][C:28]=1[CH2:34][CH2:35][NH:36][C:37](=[O:43])[O:38][C:39]([CH3:42])([CH3:41])[CH3:40].C(Cl)CCl.C1C=NC2N(O)N=NC=2C=1. Given the product [Cl:33][C:31]1[CH:30]=[CH:29][C:28]([CH2:34][CH2:35][NH:36][C:37](=[O:43])[O:38][C:39]([CH3:41])([CH3:42])[CH3:40])=[C:27]([CH2:26][NH:25][C:22](=[O:24])[CH2:21][C:3]2[C:2]([Cl:1])=[CH:7][N:6]=[C:5]([NH:8][CH2:9][C:10]([F:18])([F:19])[C:11]3[CH:16]=[CH:15][CH:14]=[CH:13][N:12]=3)[C:4]=2[F:20])[CH:32]=1, predict the reactants needed to synthesize it. (6) Given the product [NH2:11][C:9]1[N:8]=[CH:7][N:6]=[C:5]2[N:4]([CH2:12][C:13]3[N:17]([C:18]4[CH:19]=[CH:20][CH:21]=[CH:22][CH:23]=4)[C:16]4[CH:24]=[CH:25][CH:26]=[CH:27][C:15]=4[N:14]=3)[N:3]=[C:2]([C:31]3[CH:32]=[CH:33][C:34]([OH:35])=[C:29]([F:28])[CH:30]=3)[C:10]=12, predict the reactants needed to synthesize it. The reactants are: I[C:2]1[C:10]2[C:5](=[N:6][CH:7]=[N:8][C:9]=2[NH2:11])[N:4]([CH2:12][C:13]2[N:17]([C:18]3[CH:23]=[CH:22][CH:21]=[CH:20][CH:19]=3)[C:16]3[CH:24]=[CH:25][CH:26]=[CH:27][C:15]=3[N:14]=2)[N:3]=1.[F:28][C:29]1[CH:30]=[C:31](B(O)O)[CH:32]=[CH:33][C:34]=1[OH:35].[F-].[Cs+].